The task is: Predict the reactants needed to synthesize the given product.. This data is from Full USPTO retrosynthesis dataset with 1.9M reactions from patents (1976-2016). (1) Given the product [CH2:1]([O:3][C:4]([C:5]1[CH:10]=[CH:9][C:8]([C:22]2[CH:29]=[CH:28][C:25]([C:26]#[N:27])=[CH:24][CH:23]=2)=[CH:7][CH:6]=1)=[O:12])[CH3:2], predict the reactants needed to synthesize it. The reactants are: [CH2:1]([O:3][C:4](=[O:12])[C:5]1[CH:10]=[CH:9][C:8](I)=[CH:7][CH:6]=1)[CH3:2].C([Mg]Cl)(C)C.C([Cu])#N.I[C:22]1[CH:29]=[CH:28][C:25]([C:26]#[N:27])=[CH:24][CH:23]=1. (2) Given the product [NH:5]1[C:9]2[CH:10]=[CH:11][C:12]([C:14]([O:16][CH3:17])=[O:15])=[CH:13][C:8]=2[N:7]=[CH:6]1, predict the reactants needed to synthesize it. The reactants are: S(Cl)(Cl)=O.[NH:5]1[C:9]2[CH:10]=[CH:11][C:12]([C:14]([OH:16])=[O:15])=[CH:13][C:8]=2[N:7]=[CH:6]1.[C:17](=O)([O-])O.[Na+].